The task is: Predict which catalyst facilitates the given reaction.. This data is from Catalyst prediction with 721,799 reactions and 888 catalyst types from USPTO. (1) Reactant: C[O:2][C:3](=[O:27])[C:4]1[CH:9]=[CH:8][CH:7]=[C:6]([CH2:10][O:11][C:12]2[CH:17]=[CH:16][C:15]([C:18]3[CH:23]=[C:22]([F:24])[C:21]([F:25])=[CH:20][C:19]=3[F:26])=[CH:14][CH:13]=2)[CH:5]=1.[OH-].[K+]. Product: [F:26][C:19]1[CH:20]=[C:21]([F:25])[C:22]([F:24])=[CH:23][C:18]=1[C:15]1[CH:16]=[CH:17][C:12]([O:11][CH2:10][C:6]2[CH:5]=[C:4]([CH:9]=[CH:8][CH:7]=2)[C:3]([OH:27])=[O:2])=[CH:13][CH:14]=1. The catalyst class is: 5. (2) Reactant: [CH3:1][O:2][C:3](=[O:22])[CH:4]=[CH:5][C:6]1[CH:11]=[CH:10][C:9]([F:12])=[CH:8][C:7]=1[S:13]([N:16]1[CH2:21][CH2:20][O:19][CH2:18][CH2:17]1)(=[O:15])=[O:14]. Product: [CH3:1][O:2][C:3](=[O:22])[CH2:4][CH2:5][C:6]1[CH:11]=[CH:10][C:9]([F:12])=[CH:8][C:7]=1[S:13]([N:16]1[CH2:21][CH2:20][O:19][CH2:18][CH2:17]1)(=[O:15])=[O:14]. The catalyst class is: 19.